From a dataset of Peptide-MHC class I binding affinity with 185,985 pairs from IEDB/IMGT. Regression. Given a peptide amino acid sequence and an MHC pseudo amino acid sequence, predict their binding affinity value. This is MHC class I binding data. (1) The peptide sequence is RATKFVYYL. The MHC is Mamu-A01 with pseudo-sequence Mamu-A01. The binding affinity (normalized) is 0.512. (2) The peptide sequence is LQKIPLQWF. The MHC is HLA-B27:03 with pseudo-sequence HLA-B27:03. The binding affinity (normalized) is 0.0847. (3) The peptide sequence is LSARNKLFK. The MHC is HLA-A11:01 with pseudo-sequence HLA-A11:01. The binding affinity (normalized) is 1.00. (4) The peptide sequence is RKLTNPANK. The MHC is HLA-A23:01 with pseudo-sequence HLA-A23:01. The binding affinity (normalized) is 0.0847. (5) The peptide sequence is RVKQWVMDTL. The MHC is HLA-A02:02 with pseudo-sequence HLA-A02:02. The binding affinity (normalized) is 0.246. (6) The peptide sequence is YAKKFKTGM. The MHC is HLA-A80:01 with pseudo-sequence HLA-A80:01. The binding affinity (normalized) is 0.0847. (7) The peptide sequence is GSGDDTWLI. The MHC is HLA-A02:01 with pseudo-sequence HLA-A02:01. The binding affinity (normalized) is 0.0847. (8) The peptide sequence is ALKSEEKTL. The MHC is H-2-Kd with pseudo-sequence H-2-Kd. The binding affinity (normalized) is 0. (9) The peptide sequence is RFNVAITRAK. The MHC is HLA-A31:01 with pseudo-sequence HLA-A31:01. The binding affinity (normalized) is 0.616.